Dataset: Reaction yield outcomes from USPTO patents with 853,638 reactions. Task: Predict the reaction yield, written as a fraction of the theoretical maximum amount of product (1.0 means a 100% yield; for example, 0.34 means a 34% yield). (1) The reactants are Cl[C:2]1[C:3]2[C:10]3[CH2:11][CH2:12][C:13]4([CH2:18][C:9]=3[S:8][C:4]=2[N:5]=[CH:6][N:7]=1)[O:17][CH2:16][CH2:15][O:14]4.[F:19][C:20]1[CH:26]=[CH:25][C:23]([NH2:24])=[CH:22][C:21]=1[Cl:27].Cl. The catalyst is C(O)C. The product is [Cl:27][C:21]1[CH:22]=[C:23]([NH:24][C:2]2[C:3]3[C:10]4[CH2:11][CH2:12][C:13]5([CH2:18][C:9]=4[S:8][C:4]=3[N:5]=[CH:6][N:7]=2)[O:17][CH2:16][CH2:15][O:14]5)[CH:25]=[CH:26][C:20]=1[F:19]. The yield is 0.570. (2) No catalyst specified. The yield is 0.810. The product is [C:25]([O:29][C:30](=[O:33])[CH2:31][NH:32][C:19]([C:18]1[CH:17]=[N:16][C:15]([O:14][CH2:13][C:3]2[C:4]([C:7]3[CH:8]=[CH:9][CH:10]=[CH:11][CH:12]=3)=[N:5][O:6][C:2]=2[CH3:1])=[CH:23][CH:22]=1)=[O:21])([CH3:28])([CH3:27])[CH3:26]. The reactants are [CH3:1][C:2]1[O:6][N:5]=[C:4]([C:7]2[CH:12]=[CH:11][CH:10]=[CH:9][CH:8]=2)[C:3]=1[CH2:13][O:14][C:15]1[CH:23]=[CH:22][C:18]([C:19]([OH:21])=O)=[CH:17][N:16]=1.Cl.[C:25]([O:29][C:30](=[O:33])[CH2:31][NH2:32])([CH3:28])([CH3:27])[CH3:26]. (3) The reactants are [NH2:1][C:2]1[O:6][CH:5]([C:7]2[CH:12]=[CH:11][C:10]([Cl:13])=[CH:9][CH:8]=2)[C:4](=[O:14])[C:3]=1[OH:15].C([O-])([O-])=O.[K+].[K+].[CH2:22]([S:24](Cl)(=[O:26])=[O:25])[CH3:23]. The catalyst is C1COCC1. The product is [OH:15][C:3]1[C:4]([OH:14])=[C:5]([C:7]2[CH:8]=[CH:9][C:10]([Cl:13])=[CH:11][CH:12]=2)[O:6][C:2]=1[NH:1][S:24]([CH2:22][CH3:23])(=[O:26])=[O:25]. The yield is 0.210. (4) The product is [CH3:1][N:2]([CH2:3][C:4]1([C:10]2[S:11][CH:12]=[C:13]([C:15]3[CH:20]=[CH:19][CH:18]=[CH:17][CH:16]=3)[N:14]=2)[CH2:5][CH2:6][O:7][CH2:8][CH2:9]1)[C:31](=[O:32])[C:30]1[CH:34]=[CH:35][CH:36]=[C:28]([C:25]2[N:24]=[C:23]([C:22]([F:38])([F:37])[F:21])[O:27][N:26]=2)[CH:29]=1. The yield is 0.140. The reactants are [CH3:1][NH:2][CH2:3][C:4]1([C:10]2[S:11][CH:12]=[C:13]([C:15]3[CH:20]=[CH:19][CH:18]=[CH:17][CH:16]=3)[N:14]=2)[CH2:9][CH2:8][O:7][CH2:6][CH2:5]1.[F:21][C:22]([F:38])([F:37])[C:23]1[O:27][N:26]=[C:25]([C:28]2[CH:29]=[C:30]([CH:34]=[CH:35][CH:36]=2)[C:31](O)=[O:32])[N:24]=1. No catalyst specified. (5) The product is [NH2:1][C:2]1[N:7]=[CH:6][N:5]=[C:4]2[N:8]([CH2:27][C@@H:28]3[CH2:32][CH2:31][CH2:30][N:29]3[C:33]([C:34](=[CH:41][CH:38]3[CH2:40][CH2:39]3)[C:35]#[N:36])=[O:37])[N:9]=[C:10]([C:11]3[CH:16]=[CH:15][C:14]([O:17][C:18]4[CH:23]=[CH:22][CH:21]=[C:20]([F:24])[C:19]=4[F:25])=[CH:13][C:12]=3[F:26])[C:3]=12. The yield is 0.223. The catalyst is CCO. The reactants are [NH2:1][C:2]1[N:7]=[CH:6][N:5]=[C:4]2[N:8]([CH2:27][C@@H:28]3[CH2:32][CH2:31][CH2:30][N:29]3[C:33](=[O:37])[CH2:34][C:35]#[N:36])[N:9]=[C:10]([C:11]3[CH:16]=[CH:15][C:14]([O:17][C:18]4[CH:23]=[CH:22][CH:21]=[C:20]([F:24])[C:19]=4[F:25])=[CH:13][C:12]=3[F:26])[C:3]=12.[CH:38]1([CH:41]=O)[CH2:40][CH2:39]1.N1CCCCC1. (6) The reactants are CS(OS(C)(=O)=O)(=O)=O.[F:10][C:11]1[CH:12]=[C:13]([CH:36]=[CH:37][CH:38]=1)[CH2:14][N:15]1[C:23]2[C:18](=[CH:19][C:20]([NH:24][C:25]3[C:30]4=[C:31]([CH2:34]O)[CH:32]=[CH:33][N:29]4[N:28]=[CH:27][N:26]=3)=[CH:21][CH:22]=2)[CH:17]=[N:16]1.C(N(CC)CC)C.[F:46][C:47]1([F:54])[CH2:53][NH:52][CH2:51][CH2:50][NH:49][CH2:48]1. The product is [F:46][C:47]1([F:54])[CH2:53][N:52]([CH2:34][C:31]2[CH:32]=[CH:33][N:29]3[C:30]=2[C:25]([NH:24][C:20]2[CH:19]=[C:18]4[C:23](=[CH:22][CH:21]=2)[N:15]([CH2:14][C:13]2[CH:36]=[CH:37][CH:38]=[C:11]([F:10])[CH:12]=2)[N:16]=[CH:17]4)=[N:26][CH:27]=[N:28]3)[CH2:51][CH2:50][NH:49][CH2:48]1. The yield is 0.290. The catalyst is C(Cl)Cl.ClCCCl.